Dataset: Full USPTO retrosynthesis dataset with 1.9M reactions from patents (1976-2016). Task: Predict the reactants needed to synthesize the given product. (1) Given the product [CH3:7][O:8][C:9]1[C:14]([CH2:15][C:16]2[CH:25]=[CH:24][C:19]([CH2:20][OH:21])=[CH:18][CH:17]=2)=[CH:13][CH:12]=[CH:11][N:10]=1, predict the reactants needed to synthesize it. The reactants are: [H-].[Al+3].[Li+].[H-].[H-].[H-].[CH3:7][O:8][C:9]1[C:14]([CH2:15][C:16]2[CH:25]=[CH:24][C:19]([C:20](OC)=[O:21])=[CH:18][CH:17]=2)=[CH:13][CH:12]=[CH:11][N:10]=1. (2) Given the product [C:11]1([C:9]2[C:8]([C:17]3[CH:22]=[CH:21][C:20]([CH2:23][N:24]4[CH2:29][CH2:28][CH:27]([C:30]5[N:34]=[C:33]([C:44]6[CH:43]=[CH:8][CH:9]=[CH:10][N:5]=6)[NH:32][N:31]=5)[CH2:26][CH2:25]4)=[CH:19][CH:18]=3)=[N:42][C:6]3[N:5]([N:4]=[C:3]([NH2:41])[N:7]=3)[CH:10]=2)[CH:12]=[CH:13][CH:14]=[CH:15][CH:16]=1, predict the reactants needed to synthesize it. The reactants are: C([C:3]1[N:41]=[C:6]2[N:7]=[C:8]([C:17]3[CH:22]=[CH:21][C:20]([CH2:23][N:24]4[CH2:29][CH2:28][CH:27]([C:30]5[N:34]=[C:33](C6C=CC=CN=6)[NH:32][N:31]=5)[CH2:26][CH2:25]4)=[CH:19][CH:18]=3)[C:9]([C:11]3[CH:16]=[CH:15][CH:14]=[CH:13][CH:12]=3)=[CH:10][N:5]2[N:4]=1)#C.[NH3:42].[CH2:43](O)[CH3:44]. (3) Given the product [Cl:1][C:2]1[CH:9]=[C:8]([N:10]([C@H:11]2[CH2:15][CH2:14][N:13]([CH2:28][C:29]3[CH:30]=[N:31][CH:32]=[CH:33][CH:34]=3)[CH2:12]2)[CH2:16][C:17]2[CH:22]=[CH:21][CH:20]=[CH:19][C:18]=2[C:23]([F:26])([F:24])[F:25])[CH:7]=[CH:6][C:3]=1[C:4]#[N:5], predict the reactants needed to synthesize it. The reactants are: [Cl:1][C:2]1[CH:9]=[C:8]([N:10]([CH2:16][C:17]2[CH:22]=[CH:21][CH:20]=[CH:19][C:18]=2[C:23]([F:26])([F:25])[F:24])[C@H:11]2[CH2:15][CH2:14][NH:13][CH2:12]2)[CH:7]=[CH:6][C:3]=1[C:4]#[N:5].Br[CH2:28][C:29]1[CH:30]=[N:31][CH:32]=[CH:33][CH:34]=1. (4) Given the product [F:1][C:2]1[C:3]([NH:19][C:20]2[CH:25]=[CH:24][C:23]([I:26])=[CH:22][C:21]=2[F:27])=[C:4]([C:9]([N:11]2[CH2:12][C:13]([CH2:16][CH2:17][NH:31][CH:28]([CH3:30])[CH3:29])([OH:15])[CH2:14]2)=[O:10])[CH:5]=[CH:6][C:7]=1[F:8], predict the reactants needed to synthesize it. The reactants are: [F:1][C:2]1[C:3]([NH:19][C:20]2[CH:25]=[CH:24][C:23]([I:26])=[CH:22][C:21]=2[F:27])=[C:4]([C:9]([N:11]2[CH2:14][C:13]([CH2:16][CH:17]=O)([OH:15])[CH2:12]2)=[O:10])[CH:5]=[CH:6][C:7]=1[F:8].[CH:28]([NH2:31])([CH3:30])[CH3:29].C(O[BH-](OC(=O)C)OC(=O)C)(=O)C.[Na+]. (5) Given the product [Cl:31][C:32]1[CH:37]=[CH:36][C:35]([NH:38][C:39]([N:28]2[CH2:27][CH2:26][N:25]([C:23]([C@H:12]3[CH2:11][N:10]([CH2:8][CH3:9])[CH2:15][CH2:14][NH:13]3)=[O:24])[CH2:30][CH2:29]2)=[O:40])=[CH:34][CH:33]=1, predict the reactants needed to synthesize it. The reactants are: C(N(CC)CC)C.[CH2:8]([N:10]1[CH2:15][CH2:14][N:13](C(OC(C)(C)C)=O)[C@@H:12]([C:23]([N:25]2[CH2:30][CH2:29][NH:28][CH2:27][CH2:26]2)=[O:24])[CH2:11]1)[CH3:9].[Cl:31][C:32]1[CH:37]=[CH:36][C:35]([N:38]=[C:39]=[O:40])=[CH:34][CH:33]=1.CO. (6) Given the product [CH2:1]([O:8][C:9](=[O:10])[NH:11][C:12]1[C:13]([C:29]([NH:32][C:33]2[CH:34]=[N:35][CH:36]=[CH:37][C:38]=2[N:39]2[CH2:44][C@H:43]([CH3:45])[CH2:42][C@H:41]([NH:46][C:47]([O:48][C:49]([CH3:52])([CH3:51])[CH3:50])=[O:53])[CH2:40]2)=[O:30])=[N:14][C:15]2[C:20]([CH:21]=1)=[CH:19][CH:18]=[C:17]([N:22]1[CH2:27][CH2:26][CH2:25][CH2:24][C:23]1=[O:28])[CH:16]=2)[C:2]1[CH:7]=[CH:6][CH:5]=[CH:4][CH:3]=1, predict the reactants needed to synthesize it. The reactants are: [CH2:1]([O:8][C:9]([NH:11][C:12]1[C:13]([C:29](O)=[O:30])=[N:14][C:15]2[C:20]([CH:21]=1)=[CH:19][CH:18]=[C:17]([N:22]1[CH2:27][CH2:26][CH2:25][CH2:24][C:23]1=[O:28])[CH:16]=2)=[O:10])[C:2]1[CH:7]=[CH:6][CH:5]=[CH:4][CH:3]=1.[NH2:32][C:33]1[CH:34]=[N:35][CH:36]=[CH:37][C:38]=1[N:39]1[CH2:44][C@H:43]([CH3:45])[CH2:42][C@H:41]([NH:46][C:47](=[O:53])[O:48][C:49]([CH3:52])([CH3:51])[CH3:50])[CH2:40]1.CN(C(ON1N=NC2C=CC=NC1=2)=[N+](C)C)C.F[P-](F)(F)(F)(F)F.CCN(C(C)C)C(C)C. (7) Given the product [CH3:12][O:13][C:14]1[CH:19]=[C:18]([C:2]2[C:11]3[C:6](=[CH:7][CH:8]=[CH:9][CH:10]=3)[CH:5]=[CH:4][N:3]=2)[CH:17]=[CH:16][CH:15]=1, predict the reactants needed to synthesize it. The reactants are: Cl[C:2]1[C:11]2[C:6](=[CH:7][CH:8]=[CH:9][CH:10]=2)[CH:5]=[CH:4][N:3]=1.[CH3:12][O:13][C:14]1[CH:15]=[C:16](B(O)O)[CH:17]=[CH:18][CH:19]=1.C1(P(C2CCCCC2)C2C=CC=CC=2C2C(OC)=CC=CC=2OC)CCCCC1.O.[O-]P([O-])([O-])=O.[K+].[K+].[K+]. (8) Given the product [CH3:69][C:68]([CH3:71])([CH3:70])[CH2:67][C:66]([C:63]1[CH:64]=[CH:65][C:60]([O:59][CH2:58][C:57]2[CH:78]=[CH:79][C:54]([CH2:53][NH:52][C:36]([C:34]3[N:33]=[CH:32][N:31]([C:12]([C:19]4[CH:24]=[CH:23][CH:22]=[CH:21][CH:20]=4)([C:25]4[CH:30]=[CH:29][CH:28]=[CH:27][CH:26]=4)[C:13]4[CH:14]=[CH:15][CH:16]=[CH:17][CH:18]=4)[CH:35]=3)=[O:38])=[CH:55][CH:56]=2)=[C:61]([C:74]([F:75])([F:76])[F:77])[C:62]=1[OH:73])=[O:72], predict the reactants needed to synthesize it. The reactants are: O.ON1C2C=CC=CC=2N=N1.[C:12]([N:31]1[CH:35]=[C:34]([C:36]([OH:38])=O)[N:33]=[CH:32]1)([C:25]1[CH:30]=[CH:29][CH:28]=[CH:27][CH:26]=1)([C:19]1[CH:24]=[CH:23][CH:22]=[CH:21][CH:20]=1)[C:13]1[CH:18]=[CH:17][CH:16]=[CH:15][CH:14]=1.Cl.CN(C)CCCN=C=NCC.Cl.[NH2:52][CH2:53][C:54]1[CH:79]=[CH:78][C:57]([CH2:58][O:59][C:60]2[CH:65]=[CH:64][C:63]([C:66](=[O:72])[CH2:67][C:68]([CH3:71])([CH3:70])[CH3:69])=[C:62]([OH:73])[C:61]=2[C:74]([F:77])([F:76])[F:75])=[CH:56][CH:55]=1.C(N(CC)CC)C.